Dataset: Full USPTO retrosynthesis dataset with 1.9M reactions from patents (1976-2016). Task: Predict the reactants needed to synthesize the given product. (1) Given the product [CH3:27][C:15]1[C:16]([CH3:26])=[C:17]([NH:22][CH2:23][CH2:24][OH:25])[C:18]([N+:19]([O-:21])=[O:20])=[C:13]([O:7][C:1]2[CH:6]=[CH:5][CH:4]=[CH:3][CH:2]=2)[N:14]=1, predict the reactants needed to synthesize it. The reactants are: [C:1]1([OH:7])[CH:6]=[CH:5][CH:4]=[CH:3][CH:2]=1.[H-].[Na+].[H][H].Cl[C:13]1[C:18]([N+:19]([O-:21])=[O:20])=[C:17]([NH:22][CH2:23][CH2:24][OH:25])[C:16]([CH3:26])=[C:15]([CH3:27])[N:14]=1. (2) Given the product [OH:10][C:6]1[C:5]([C:11]2[CH:16]=[CH:15][CH:14]=[CH:13][CH:12]=2)=[C:4]([CH2:17][C:18]([O:20][CH3:21])=[O:19])[C:3]([CH3:1])=[C:8]([OH:9])[CH:7]=1, predict the reactants needed to synthesize it. The reactants are: [CH:1]([C:3]1[C:8]([OH:9])=[CH:7][C:6]([OH:10])=[C:5]([C:11]2[CH:16]=[CH:15][CH:14]=[CH:13][CH:12]=2)[C:4]=1[CH2:17][C:18]([O:20][CH3:21])=[O:19])=O. (3) Given the product [Cl:49][C:42]1[CH:41]=[C:40]2[C:45]([CH:46]=[C:47]([CH3:48])[C:38]([C:32](=[O:31])[C:33]([O:35][CH2:36][CH3:37])=[O:34])=[C:39]2[C:9]2[CH:4]=[CH:3][C:2]([Cl:1])=[CH:11][CH:10]=2)=[CH:44][CH:43]=1, predict the reactants needed to synthesize it. The reactants are: [Cl:1][C:2]1[CH:3]=[C:4]2[C:9](=[CH:10][C:11]=1F)C(OS(C(F)(F)F)(=O)=O)=C(C(=O)C([O-])=O)C(C)=C2.C([O:31][CH:32]([C:38]1[C:47]([CH3:48])=[CH:46][C:45]2[C:40](=[CH:41][C:42]([Cl:49])=[CH:43][CH:44]=2)[C:39]=1OS(C(F)(F)F)(=O)=O)[C:33]([O:35][CH2:36][CH3:37])=[O:34])(C)(C)C.